From a dataset of Reaction yield outcomes from USPTO patents with 853,638 reactions. Predict the reaction yield, written as a fraction of the theoretical maximum amount of product (1.0 means a 100% yield; for example, 0.34 means a 34% yield). (1) The catalyst is O.ClCCl. The yield is 0.0500. The product is [CH:21]1(/[CH:24]=[CH:5]/[C:4](=[O:3])/[C:6](=[CH:24]/[CH:21]2[CH2:23][CH2:22]2)/[CH2:7][CH2:8][CH2:9][CH2:10][CH2:11][CH3:12])[CH2:23][CH2:22]1.[CH:21]1(/[CH:24]=[C:6](\[CH2:7][CH2:8][CH2:9][CH2:10][CH2:11][CH3:12])/[C:4](=[O:3])[CH3:5])[CH2:23][CH2:22]1. The reactants are [OH-].[Na+].[O:3]=[C:4]([CH:6](P(=O)(OCC)OCC)[CH2:7][CH2:8][CH2:9][CH2:10][CH2:11][CH3:12])[CH3:5].[CH:21]1([CH:24]=O)[CH2:23][CH2:22]1. (2) The reactants are Cl[C:2]1[CH:12]=[C:6]2[N:7]([CH3:11])[CH2:8][CH2:9][CH2:10][N:5]2[C:4](=[O:13])[N:3]=1.[F:14][C:15]1[CH:16]=[C:17]([CH2:33][OH:34])[CH:18]=[C:19]([F:32])[C:20]=1[O:21][C:22]1[CH:23]=[N:24][C:25]([C:28]([F:31])([F:30])[F:29])=[CH:26][CH:27]=1.[H-].[Na+].Cl. The product is [F:14][C:15]1[CH:16]=[C:17]([CH:18]=[C:19]([F:32])[C:20]=1[O:21][C:22]1[CH:23]=[N:24][C:25]([C:28]([F:31])([F:29])[F:30])=[CH:26][CH:27]=1)[CH2:33][O:34][C:2]1[CH:12]=[C:6]2[N:7]([CH3:11])[CH2:8][CH2:9][CH2:10][N:5]2[C:4](=[O:13])[N:3]=1. The catalyst is CN(C)C=O. The yield is 0.280. (3) The reactants are [N:1]([C:4]1[CH:14]=[CH:13][C:7]([C:8]([O:10][CH2:11][CH3:12])=[O:9])=[CH:6][CH:5]=1)=[C:2]=[O:3].[Cl:15][C:16]1[CH:22]=[CH:21][C:19]([NH2:20])=[CH:18][C:17]=1[C:23]([F:26])([F:25])[F:24]. The catalyst is C(Cl)Cl. The product is [Cl:15][C:16]1[CH:22]=[CH:21][C:19]([NH:20][C:2]([NH:1][C:4]2[CH:14]=[CH:13][C:7]([C:8]([O:10][CH2:11][CH3:12])=[O:9])=[CH:6][CH:5]=2)=[O:3])=[CH:18][C:17]=1[C:23]([F:24])([F:25])[F:26]. The yield is 0.970. (4) The yield is 0.810. The catalyst is C(Cl)Cl. The reactants are [OH:1][N:2]=[C:3]([C:6]1[CH:11]=[CH:10][CH:9]=[CH:8][CH:7]=1)C#N.[C:12](Cl)(=[O:19])[C:13]1[CH:18]=[CH:17][CH:16]=[CH:15][CH:14]=1.[CH2:21]([N:23](CC)CC)C. The product is [C:12]([O:1]/[N:2]=[CH:3]/[C:6]1([C:21]#[N:23])[CH:7]=[CH:8][CH:9]=[CH:10][CH2:11]1)(=[O:19])[C:13]1[CH:18]=[CH:17][CH:16]=[CH:15][CH:14]=1. (5) The reactants are [C:1]([C:3]1[CH:4]=[C:5]([NH:9][C:10](=O)[C:11](F)(F)F)[CH:6]=[CH:7][CH:8]=1)#[N:2].C([O-])([O-])=O.[K+].[K+].C(I)C.CO. The catalyst is CN(C=O)C.O. The product is [CH2:10]([NH:9][C:5]1[CH:4]=[C:3]([CH:8]=[CH:7][CH:6]=1)[C:1]#[N:2])[CH3:11]. The yield is 0.650.